From a dataset of Forward reaction prediction with 1.9M reactions from USPTO patents (1976-2016). Predict the product of the given reaction. (1) Given the reactants COC(C1C=CC(N=C=S)=CC=1)=O.C(O)=O.[NH2:17][CH:18]([C:29]1[CH:34]=[CH:33][CH:32]=[CH:31][CH:30]=1)[C:19]([NH:21][C:22]1[CH:27]=[CH:26][CH:25]=[CH:24][C:23]=1[CH3:28])=[O:20].C(N(CC)CC)C, predict the reaction product. The product is: [NH2:17][CH:18]([C:29]1[CH:34]=[CH:33][CH:32]=[CH:31][CH:30]=1)[C:19]([NH:21][C:22]1[CH:27]=[CH:26][CH:25]=[CH:24][C:23]=1[CH3:28])=[O:20]. (2) The product is: [F:11][C:12]1[CH:13]=[CH:14][C:15]([C:18](=[O:29])[CH2:19][N:20]2[C:24]([CH3:25])=[CH:23][CH:22]=[C:21]2[C:26]([O:28][CH2:7][S:8][CH3:10])=[O:27])=[CH:16][CH:17]=1. Given the reactants C(Cl)(=O)C(Cl)=O.[CH3:7][S:8]([CH3:10])=O.[F:11][C:12]1[CH:17]=[CH:16][C:15]([CH:18]([OH:29])[CH2:19][N:20]2[C:24]([CH3:25])=[CH:23][CH:22]=[C:21]2[C:26]([OH:28])=[O:27])=[CH:14][CH:13]=1.C(N(CC)CC)C, predict the reaction product. (3) Given the reactants [C:1]([O:5][C:6]([N:8]1[CH2:13][CH2:12][C:11]2[N:14]([CH3:26])[C:15]([C:17]3[C:22]([C:23]#[CH:24])=[CH:21][N:20]=[C:19]([NH2:25])[N:18]=3)=[CH:16][C:10]=2[C:9]1=[O:27])=[O:7])([CH3:4])([CH3:3])[CH3:2].Br[C:29]1[CH:30]=[C:31]([CH2:35][C:36]([NH:38][C:39]2[CH:44]=[CH:43][C:42]([CH2:45][N:46]3[CH2:51][CH2:50][N:49]([CH2:52][CH3:53])[CH2:48][CH2:47]3)=[C:41]([C:54]([F:57])([F:56])[F:55])[CH:40]=2)=[O:37])[CH:32]=[N:33][CH:34]=1, predict the reaction product. The product is: [C:1]([O:5][C:6]([N:8]1[CH2:13][CH2:12][C:11]2[N:14]([CH3:26])[C:15]([C:17]3[C:22]([C:23]#[C:24][C:29]4[CH:34]=[N:33][CH:32]=[C:31]([CH2:35][C:36](=[O:37])[NH:38][C:39]5[CH:44]=[CH:43][C:42]([CH2:45][N:46]6[CH2:51][CH2:50][N:49]([CH2:52][CH3:53])[CH2:48][CH2:47]6)=[C:41]([C:54]([F:56])([F:57])[F:55])[CH:40]=5)[CH:30]=4)=[CH:21][N:20]=[C:19]([NH2:25])[N:18]=3)=[CH:16][C:10]=2[C:9]1=[O:27])=[O:7])([CH3:4])([CH3:3])[CH3:2]. (4) Given the reactants [O-][CH2:2]CCC.[K+].[CH:7]([CH:9]1[CH2:14][CH2:13][CH:12]([CH:15]2[CH2:20][CH2:19][CH:18]([C:21]3[CH:22]=[C:23]4[C:28](=[C:29]([F:31])[CH:30]=3)[O:27][C:26](=[O:32])[CH2:25][CH2:24]4)[CH2:17][CH2:16]2)[CH2:11][CH2:10]1)=O, predict the reaction product. The product is: [F:31][C:29]1[CH:30]=[C:21]([CH:18]2[CH2:17][CH2:16][CH:15]([CH:12]3[CH2:11][CH2:10][CH:9]([CH:7]=[CH2:2])[CH2:14][CH2:13]3)[CH2:20][CH2:19]2)[CH:22]=[C:23]2[C:28]=1[O:27][C:26](=[O:32])[CH2:25][CH2:24]2. (5) Given the reactants [CH2:1]([C:3]1[S:36][C:6]2[N:7]([CH2:21][C:22]3[CH:27]=[CH:26][C:25]([C:28]4[C:29]([C:34]#[N:35])=[CH:30][CH:31]=[CH:32][CH:33]=4)=[CH:24][CH:23]=3)[C:8](=[O:20])[C:9]([CH2:12][CH2:13][C:14]3[CH:19]=[CH:18][CH:17]=[CH:16][CH:15]=3)=[C:10]([OH:11])[C:5]=2[CH:4]=1)[CH3:2].N1C=CC=CC=1.[F:43][C:44]([F:57])([F:56])[S:45](O[S:45]([C:44]([F:57])([F:56])[F:43])(=[O:47])=[O:46])(=[O:47])=[O:46], predict the reaction product. The product is: [F:43][C:44]([F:57])([F:56])[S:45]([O:11][C:10]1[C:5]2[CH:4]=[C:3]([CH2:1][CH3:2])[S:36][C:6]=2[N:7]([CH2:21][C:22]2[CH:23]=[CH:24][C:25]([C:28]3[CH:33]=[CH:32][CH:31]=[CH:30][C:29]=3[C:34]#[N:35])=[CH:26][CH:27]=2)[C:8](=[O:20])[C:9]=1[CH2:12][CH2:13][C:14]1[CH:15]=[CH:16][CH:17]=[CH:18][CH:19]=1)(=[O:47])=[O:46]. (6) Given the reactants C(C([CH:10]1[CH2:14][C:13]2[CH:15]=[CH:16][CH:17]=[C:18]([C:19]3[CH:24]=[CH:23][C:22]([Cl:25])=[CH:21][C:20]=3[CH3:26])[C:12]=2[O:11]1)N)C1C=CC=CC=1.C(N(C(C)C)CC)(C)C.ClC(OCC1C=CC=CC=1)=O.C1(C2C3OC(C[NH:62][C:63](=[O:72])[O:64][CH2:65][C:66]4[CH:71]=[CH:70][CH:69]=[CH:68][CH:67]=4)CC=3C=CC=2)CCCC1, predict the reaction product. The product is: [CH2:65]([O:64][C:63](=[O:72])[NH:62][CH:10]1[CH2:14][C:13]2[CH:15]=[CH:16][CH:17]=[C:18]([C:19]3[CH:24]=[CH:23][C:22]([Cl:25])=[CH:21][C:20]=3[CH3:26])[C:12]=2[O:11]1)[C:66]1[CH:71]=[CH:70][CH:69]=[CH:68][CH:67]=1. (7) Given the reactants [Li+].[Cl-:2].[C:3]1([CH:9](O)[CH2:10][CH3:11])[CH:8]=[CH:7][CH:6]=[CH:5][CH:4]=1, predict the reaction product. The product is: [C:3]1([CH2:9][CH2:10][CH2:11][Cl:2])[CH:8]=[CH:7][CH:6]=[CH:5][CH:4]=1. (8) Given the reactants [OH:1][C@@H:2]1[CH2:7][CH2:6][C@H:5]([C:8]([OH:10])=[O:9])[CH2:4][CH2:3]1.[CH3:11][CH2:12]O.S(=O)(=O)(O)O.C([O-])([O-])=O.[Na+].[Na+], predict the reaction product. The product is: [OH:1][C@@H:2]1[CH2:7][CH2:6][C@H:5]([C:8]([O:10][CH2:11][CH3:12])=[O:9])[CH2:4][CH2:3]1. (9) The product is: [Cl:26][C:20]1[CH:21]=[C:22]([Cl:25])[CH:23]=[CH:24][C:19]=1[C:7]1[N:6]2[CH:27]=[C:3]([C:1]3[N:28]=[C:34]([CH3:33])[O:35][N:2]=3)[N:4]=[C:5]2[N:10]=[C:9]([CH3:11])[C:8]=1[C:12]([O:14][C:15]([CH3:18])([CH3:17])[CH3:16])=[O:13]. Given the reactants [C:1]([C:3]1[N:4]=[C:5]2[N:10]=[C:9]([CH3:11])[C:8]([C:12]([O:14][C:15]([CH3:18])([CH3:17])[CH3:16])=[O:13])=[C:7]([C:19]3[CH:24]=[CH:23][C:22]([Cl:25])=[CH:21][C:20]=3[Cl:26])[N:6]2[CH:27]=1)#[N:2].[NH2:28]O.Cl.[OH-].[K+].[CH3:33][CH2:34][OH:35], predict the reaction product. (10) Given the reactants [C:1]([C:9]1[CH:36]=[CH:35][C:12]2[N:13]([CH2:17][CH2:18][O:19][C:20]3[CH:25]=[CH:24][C:23]([CH2:26][CH:27]([O:32][CH2:33][CH3:34])[C:28]([O:30][CH3:31])=[O:29])=[CH:22][CH:21]=3)[C:14](=[O:16])[S:15][C:11]=2[CH:10]=1)(=O)[C:2]1[CH:7]=[CH:6][CH:5]=[CH:4][CH:3]=1.[CH2:37]([O:44][NH2:45])[C:38]1[CH:43]=[CH:42][CH:41]=[CH:40][CH:39]=1, predict the reaction product. The product is: [CH2:37]([O:44][N:45]=[C:1]([C:2]1[CH:7]=[CH:6][CH:5]=[CH:4][CH:3]=1)[C:9]1[CH:36]=[CH:35][C:12]2[N:13]([CH2:17][CH2:18][O:19][C:20]3[CH:21]=[CH:22][C:23]([CH2:26][CH:27]([O:32][CH2:33][CH3:34])[C:28]([O:30][CH3:31])=[O:29])=[CH:24][CH:25]=3)[C:14](=[O:16])[S:15][C:11]=2[CH:10]=1)[C:38]1[CH:43]=[CH:42][CH:41]=[CH:40][CH:39]=1.